Predict the product of the given reaction. From a dataset of Forward reaction prediction with 1.9M reactions from USPTO patents (1976-2016). Given the reactants Cl.[CH3:2][O:3][C:4]1[CH:5]=[C:6]([C:12]2[C:13]([CH3:25])([CH3:24])[C:14](=[O:23])[N:15]([CH:17]3[CH2:22][CH2:21][NH:20][CH2:19][CH2:18]3)[N:16]=2)[CH:7]=[CH:8][C:9]=1[O:10][CH3:11].[CH3:26][O:27][C:28]1[CH:33]=[CH:32][C:31]([S:34](Cl)(=[O:36])=[O:35])=[CH:30][CH:29]=1, predict the reaction product. The product is: [CH3:2][O:3][C:4]1[CH:5]=[C:6]([C:12]2[C:13]([CH3:25])([CH3:24])[C:14](=[O:23])[N:15]([CH:17]3[CH2:22][CH2:21][N:20]([S:34]([C:31]4[CH:30]=[CH:29][C:28]([O:27][CH3:26])=[CH:33][CH:32]=4)(=[O:36])=[O:35])[CH2:19][CH2:18]3)[N:16]=2)[CH:7]=[CH:8][C:9]=1[O:10][CH3:11].